This data is from Choline transporter screen with 302,306 compounds. The task is: Binary Classification. Given a drug SMILES string, predict its activity (active/inactive) in a high-throughput screening assay against a specified biological target. (1) The molecule is OC(=O)Cn1c2c(c(c1)/C=C(\C(=O)Nc1ccc(CC)cc1)C#N)cccc2. The result is 0 (inactive). (2) The drug is s1c(NC(=O)CC(C)C)nnc1SCC(=O)NCc1cc2OCOc2cc1. The result is 0 (inactive). (3) The molecule is Clc1cc(n2c(c(cc2C)C=O)C)c(OC)cc1OC. The result is 0 (inactive). (4) The result is 0 (inactive). The drug is S1\C(=C\N2CCc3c(C2)cccc3)C(=O)N(CC)C1=S.